Dataset: Full USPTO retrosynthesis dataset with 1.9M reactions from patents (1976-2016). Task: Predict the reactants needed to synthesize the given product. Given the product [C:17]([C:4]1[CH:5]=[C:6]([B:8]([OH:12])[OH:9])[CH:7]=[C:2]([F:1])[CH:3]=1)#[N:18], predict the reactants needed to synthesize it. The reactants are: [F:1][C:2]1[CH:3]=[C:4]([C:17]#[N:18])[CH:5]=[C:6]([B:8]2[O:12]C(C)(C)C(C)(C)[O:9]2)[CH:7]=1.I([O-])(=O)(=O)=O.[Na+].C([O-])(=O)C.[NH4+].O.